The task is: Predict the product of the given reaction.. This data is from Forward reaction prediction with 1.9M reactions from USPTO patents (1976-2016). (1) Given the reactants [OH2:1].CCN=C=N[CH2:7][CH2:8][CH2:9][N:10](C)C.Cl.C([N:16](CC)CC)C.C[N:22]([CH:24]=O)C.C(O[CH2:30][CH3:31])(=O)C, predict the reaction product. The product is: [CH:7]1[CH:30]=[CH:31][C:24]2[N:22]([OH:1])[N:16]=[N:10][C:9]=2[CH:8]=1. (2) Given the reactants Br[C:2]1[S:3][C:4]([NH:12][CH3:13])=[C:5]([C:7]([O:9][CH2:10][CH3:11])=[O:8])[N:6]=1.[NH2:14][CH2:15][CH2:16][NH:17][C:18](=[O:24])[O:19][C:20]([CH3:23])([CH3:22])[CH3:21].CCOP(O)N(C(C)C)C(C)C, predict the reaction product. The product is: [C:20]([O:19][C:18]([NH:17][CH2:16][CH2:15][NH:14][C:2]1[S:3][C:4]([NH:12][CH3:13])=[C:5]([C:7]([O:9][CH2:10][CH3:11])=[O:8])[N:6]=1)=[O:24])([CH3:23])([CH3:22])[CH3:21].